Dataset: NCI-60 drug combinations with 297,098 pairs across 59 cell lines. Task: Regression. Given two drug SMILES strings and cell line genomic features, predict the synergy score measuring deviation from expected non-interaction effect. (1) Drug 1: CN(CC1=CN=C2C(=N1)C(=NC(=N2)N)N)C3=CC=C(C=C3)C(=O)NC(CCC(=O)O)C(=O)O. Drug 2: C1C(C(OC1N2C=C(C(=O)NC2=O)F)CO)O. Cell line: UO-31. Synergy scores: CSS=54.5, Synergy_ZIP=-5.71, Synergy_Bliss=-4.87, Synergy_Loewe=-11.1, Synergy_HSA=-5.60. (2) Drug 1: COC1=NC(=NC2=C1N=CN2C3C(C(C(O3)CO)O)O)N. Drug 2: C1CN(CCN1C(=O)CCBr)C(=O)CCBr. Cell line: NCI-H522. Synergy scores: CSS=32.7, Synergy_ZIP=-8.80, Synergy_Bliss=3.74, Synergy_Loewe=0.0195, Synergy_HSA=6.67. (3) Drug 1: CC(C1=C(C=CC(=C1Cl)F)Cl)OC2=C(N=CC(=C2)C3=CN(N=C3)C4CCNCC4)N. Drug 2: C1=CN(C=N1)CC(O)(P(=O)(O)O)P(=O)(O)O. Cell line: HCT116. Synergy scores: CSS=24.3, Synergy_ZIP=-2.75, Synergy_Bliss=0.502, Synergy_Loewe=-9.35, Synergy_HSA=0.762. (4) Cell line: HT29. Drug 1: C1=C(C(=O)NC(=O)N1)F. Drug 2: CCC1(CC2CC(C3=C(CCN(C2)C1)C4=CC=CC=C4N3)(C5=C(C=C6C(=C5)C78CCN9C7C(C=CC9)(C(C(C8N6C=O)(C(=O)OC)O)OC(=O)C)CC)OC)C(=O)OC)O.OS(=O)(=O)O. Synergy scores: CSS=66.0, Synergy_ZIP=1.83, Synergy_Bliss=1.63, Synergy_Loewe=4.08, Synergy_HSA=5.00. (5) Drug 1: CC(C1=C(C=CC(=C1Cl)F)Cl)OC2=C(N=CC(=C2)C3=CN(N=C3)C4CCNCC4)N. Drug 2: CC1=C2C(C(=O)C3(C(CC4C(C3C(C(C2(C)C)(CC1OC(=O)C(C(C5=CC=CC=C5)NC(=O)C6=CC=CC=C6)O)O)OC(=O)C7=CC=CC=C7)(CO4)OC(=O)C)O)C)OC(=O)C. Cell line: HL-60(TB). Synergy scores: CSS=75.2, Synergy_ZIP=22.3, Synergy_Bliss=24.3, Synergy_Loewe=9.68, Synergy_HSA=24.2. (6) Cell line: RXF 393. Drug 1: CC12CCC(CC1=CCC3C2CCC4(C3CC=C4C5=CN=CC=C5)C)O. Drug 2: C1=NC2=C(N1)C(=S)N=C(N2)N. Synergy scores: CSS=21.6, Synergy_ZIP=-0.916, Synergy_Bliss=3.93, Synergy_Loewe=2.68, Synergy_HSA=5.28. (7) Drug 1: C1=CC(=CC=C1CC(C(=O)O)N)N(CCCl)CCCl.Cl. Drug 2: CC=C1C(=O)NC(C(=O)OC2CC(=O)NC(C(=O)NC(CSSCCC=C2)C(=O)N1)C(C)C)C(C)C. Cell line: CAKI-1. Synergy scores: CSS=30.4, Synergy_ZIP=-8.53, Synergy_Bliss=-5.18, Synergy_Loewe=-22.8, Synergy_HSA=-3.61. (8) Drug 1: CC1=C2C(C(=O)C3(C(CC4C(C3C(C(C2(C)C)(CC1OC(=O)C(C(C5=CC=CC=C5)NC(=O)OC(C)(C)C)O)O)OC(=O)C6=CC=CC=C6)(CO4)OC(=O)C)O)C)O. Drug 2: CC1CCC2CC(C(=CC=CC=CC(CC(C(=O)C(C(C(=CC(C(=O)CC(OC(=O)C3CCCCN3C(=O)C(=O)C1(O2)O)C(C)CC4CCC(C(C4)OC)OCCO)C)C)O)OC)C)C)C)OC. Cell line: OVCAR-8. Synergy scores: CSS=-2.29, Synergy_ZIP=0.356, Synergy_Bliss=1.45, Synergy_Loewe=-2.56, Synergy_HSA=-1.28. (9) Drug 1: CC1C(C(CC(O1)OC2CC(CC3=C2C(=C4C(=C3O)C(=O)C5=C(C4=O)C(=CC=C5)OC)O)(C(=O)C)O)N)O.Cl. Drug 2: CC1C(C(CC(O1)OC2CC(OC(C2O)C)OC3=CC4=CC5=C(C(=O)C(C(C5)C(C(=O)C(C(C)O)O)OC)OC6CC(C(C(O6)C)O)OC7CC(C(C(O7)C)O)OC8CC(C(C(O8)C)O)(C)O)C(=C4C(=C3C)O)O)O)O. Cell line: RPMI-8226. Synergy scores: CSS=48.1, Synergy_ZIP=10.8, Synergy_Bliss=19.9, Synergy_Loewe=-9.15, Synergy_HSA=17.2.